This data is from Reaction yield outcomes from USPTO patents with 853,638 reactions. The task is: Predict the reaction yield, written as a fraction of the theoretical maximum amount of product (1.0 means a 100% yield; for example, 0.34 means a 34% yield). The reactants are [F:1][C:2]1[CH:3]=[C:4](B(O)O)[CH:5]=[CH:6][CH:7]=1.[CH:11]([C:14]1[CH:18]=[C:17]([C:19]([O:21][CH2:22][CH3:23])=[O:20])[NH:16][N:15]=1)([CH3:13])[CH3:12]. The catalyst is N1C=CC=CC=1.O.CC([O-])=O.CC([O-])=O.[Cu+2]. The product is [F:1][C:2]1[CH:3]=[C:4]([N:16]2[C:17]([C:19]([O:21][CH2:22][CH3:23])=[O:20])=[CH:18][C:14]([CH:11]([CH3:12])[CH3:13])=[N:15]2)[CH:5]=[CH:6][CH:7]=1. The yield is 0.430.